This data is from Forward reaction prediction with 1.9M reactions from USPTO patents (1976-2016). The task is: Predict the product of the given reaction. (1) The product is: [NH2:18][CH2:17][C:8]1([OH:12])[C:9]2[C:4](=[CH:3][C:2]([Br:1])=[CH:11][CH:10]=2)[CH2:5][CH2:6][CH2:7]1. Given the reactants [Br:1][C:2]1[CH:3]=[C:4]2[C:9](=[CH:10][CH:11]=1)[C:8](=[O:12])[CH2:7][CH2:6][CH2:5]2.[Si]([C:17]#[N:18])(C)(C)C.[H-].[H-].[H-].[H-].[Li+].[Al+3], predict the reaction product. (2) Given the reactants [H-].[Na+].[CH3:3][O:4][CH2:5][CH2:6][OH:7].Cl[C:9]1[N:10]=[CH:11][C:12]([C:15]([O:17][CH3:18])=[O:16])=[N:13][CH:14]=1.[C:19]([OH:22])(=O)C.[CH3:23]N(C=O)C, predict the reaction product. The product is: [CH3:3][O:4][CH2:5][CH2:6][O:7][C:9]1[N:10]=[CH:11][C:12]([C:15]([O:17][CH2:18][CH2:23][O:22][CH3:19])=[O:16])=[N:13][CH:14]=1. (3) Given the reactants [N+:1]([C:4]1[CH:5]=[C:6]([C:14]2[O:15][C:16]3[CH:22]=[CH:21][C:20](Br)=[CH:19][C:17]=3[N:18]=2)[C:7]([NH:10][CH2:11][CH2:12][CH3:13])=[CH:8][CH:9]=1)([O-:3])=[O:2].[CH2:24]1[O:32][C:31]2[CH:30]=[CH:29][C:28](B(O)O)=[CH:27][C:26]=2[O:25]1, predict the reaction product. The product is: [N+:1]([C:4]1[CH:5]=[C:6]([C:14]2[O:15][C:16]3[CH:22]=[CH:21][C:20]([C:29]4[CH:28]=[CH:27][C:26]5[O:25][CH2:24][O:32][C:31]=5[CH:30]=4)=[CH:19][C:17]=3[N:18]=2)[C:7]([NH:10][CH2:11][CH2:12][CH3:13])=[CH:8][CH:9]=1)([O-:3])=[O:2]. (4) Given the reactants [CH:1]1[C:10]2[C:5](=CC=CC=2)[CH:4]=[CH:3][C:2]=1[C:11]([O:13][CH3:14])=[O:12].[Br:15]N1C(=O)CCC1=O.C(OOC(=O)C1C=CC=CC=1)(=O)C1C=CC=CC=1, predict the reaction product. The product is: [Br:15][CH:14]1[C:1]2[C:2](=[CH:3][CH:4]=[CH:5][CH:10]=2)[C:11](=[O:12])[O:13]1. (5) Given the reactants [F:1][C:2]1[CH:3]=[C:4]([C@@H:9]([CH:13]2[CH2:18][CH2:17][N:16]([S:19]([CH3:22])(=[O:21])=[O:20])[CH2:15][CH2:14]2)[CH2:10][CH:11]=O)[CH:5]=[C:6]([F:8])[CH:7]=1.[CH:23]1([CH2:26][N:27]([CH:35]2[CH2:40][CH2:39][NH:38][CH2:37][CH2:36]2)[C:28](=[O:34])[O:29][C:30]([CH3:33])([CH3:32])[CH3:31])[CH2:25][CH2:24]1.C(O[BH-](OC(=O)C)OC(=O)C)(=O)C.[Na+], predict the reaction product. The product is: [CH:23]1([CH2:26][N:27]([CH:35]2[CH2:40][CH2:39][N:38]([CH2:11][CH2:10][C@@H:9]([C:4]3[CH:5]=[C:6]([F:8])[CH:7]=[C:2]([F:1])[CH:3]=3)[CH:13]3[CH2:14][CH2:15][N:16]([S:19]([CH3:22])(=[O:21])=[O:20])[CH2:17][CH2:18]3)[CH2:37][CH2:36]2)[C:28](=[O:34])[O:29][C:30]([CH3:33])([CH3:31])[CH3:32])[CH2:25][CH2:24]1. (6) The product is: [C:17]([O:16][C:15]([N:14]([CH2:13][CH:7]1[C:8]2[C:4](=[C:3]([C:1]#[N:2])[C:11]([F:12])=[CH:10][CH:9]=2)[CH2:5][CH2:6]1)[CH2:22][CH2:23][NH:32][CH2:33][C:34]([O:36][CH2:37][CH3:38])=[O:35])=[O:21])([CH3:18])([CH3:19])[CH3:20]. Given the reactants [C:1]([C:3]1[C:11]([F:12])=[CH:10][CH:9]=[C:8]2[C:4]=1[CH2:5][CH2:6][CH:7]2[CH2:13][N:14]([CH2:22][CH:23]=C)[C:15](=[O:21])[O:16][C:17]([CH3:20])([CH3:19])[CH3:18])#[N:2].O=[O+][O-].CSC.Cl.[NH2:32][CH2:33][C:34]([O:36][CH2:37][CH3:38])=[O:35].C([BH3-])#N.[Na+], predict the reaction product.